This data is from Catalyst prediction with 721,799 reactions and 888 catalyst types from USPTO. The task is: Predict which catalyst facilitates the given reaction. (1) Product: [CH2:1]([O:3][C:4]([C:6]1[C:7]([O:25][C:26](=[O:28])[CH3:27])=[C:8]2[C:16]([Cl:36])=[CH:15][N:14]([C:17]3[CH:22]=[CH:21][C:20]([O:23][CH3:24])=[CH:19][CH:18]=3)[C:9]2=[C:10]([C:12]#[N:13])[N:11]=1)=[O:5])[CH3:2]. The catalyst class is: 23. Reactant: [CH2:1]([O:3][C:4]([C:6]1[C:7]([O:25][C:26](=[O:28])[CH3:27])=[C:8]2[CH:16]=[CH:15][N:14]([C:17]3[CH:22]=[CH:21][C:20]([O:23][CH3:24])=[CH:19][CH:18]=3)[C:9]2=[C:10]([C:12]#[N:13])[N:11]=1)=[O:5])[CH3:2].C1C(=O)N([Cl:36])C(=O)C1. (2) Reactant: [CH2:1]([O:3][C:4](=[O:15])[CH:5]([CH2:8][NH:9][CH:10]1[CH2:14][CH2:13][CH2:12][CH2:11]1)[CH2:6][CH3:7])[CH3:2].[Cl:16][C:17]1[N:22]=[C:21](Cl)[C:20]([N+:24]([O-:26])=[O:25])=[CH:19][N:18]=1.C(=O)(O)[O-].[K+]. Product: [CH2:1]([O:3][C:4](=[O:15])[CH:5]([CH2:8][N:9]([C:19]1[C:20]([N+:24]([O-:26])=[O:25])=[CH:21][N:22]=[C:17]([Cl:16])[N:18]=1)[CH:10]1[CH2:11][CH2:12][CH2:13][CH2:14]1)[CH2:6][CH3:7])[CH3:2]. The catalyst class is: 581. (3) Reactant: C([O:5][C:6](=[O:30])[CH2:7][N:8]1[C:16]2[C:11](=[CH:12][C:13](C)=[CH:14][CH:15]=2)[C:10]([C:18]2[C:22]3[CH:23]=[CH:24][CH:25]=[CH:26][C:21]=3S(=O)(=O)[N:19]=2)=[C:9]1[CH3:29])(C)(C)C.C([O-])([O-])=O.[K+].[K+].BrCC(O[C:42]([CH3:45])([CH3:44])C)=O.[CH3:46][N:47]([CH:49]=[O:50])C. Product: [CH2:46]([N:47]1[C:49](=[O:50])[CH:21]2[CH:22]([CH2:23][CH:24]=[CH:25][CH2:26]2)[C:18]([C:10]2[C:11]3[C:16](=[CH:15][CH:14]=[CH:13][CH:12]=3)[N:8]([CH2:7][C:6]([OH:5])=[O:30])[C:9]=2[CH3:29])=[N:19]1)[CH2:45][CH2:42][CH3:44]. The catalyst class is: 25. (4) Reactant: CN(C(ON1N=N[C:11]2[CH:12]=[CH:13][CH:14]=[N:15][C:10]1=2)=[N+](C)C)C.F[P-](F)(F)(F)(F)F.[N:25]1([C:32]2[N:37]=[C:36]([NH:38][CH3:39])[N:35]=[C:34]([NH:40][C@@H:41]3[CH2:46][CH2:45][C@H:44]([C:47](O)=[O:48])[CH2:43][CH2:42]3)[N:33]=2)[CH2:31][CH2:30][CH2:29][CH2:28][CH2:27][CH2:26]1.CCN([CH:56]([CH3:58])C)C(C)C.[F:59][C:60]([F:70])([F:69])C1C=CC=CC=1CN.CN(C=[O:75])C. Product: [N:25]1([C:32]2[N:37]=[C:36]([NH:38][CH3:39])[N:35]=[C:34]([NH:40][C@@H:41]3[CH2:46][CH2:45][C@H:44]([C:47]([NH:15][CH2:14][C:13]4[CH:12]=[CH:11][CH:10]=[CH:58][C:56]=4[O:75][C:60]([F:70])([F:69])[F:59])=[O:48])[CH2:43][CH2:42]3)[N:33]=2)[CH2:31][CH2:30][CH2:29][CH2:28][CH2:27][CH2:26]1. The catalyst class is: 25. (5) Reactant: [Br:1][C:2]1[C:3]([O:10][C:11]2[CH:12]=[CH:13][C:14]3[N:18]=[C:17]([CH2:19][O:20][C:21]4[CH:22]=[C:23]([CH:28]=[CH:29][CH:30]=4)[C:24]([O:26][CH3:27])=[O:25])[N:16]([CH3:31])[C:15]=3[CH:32]=2)=[N:4][CH:5]=[C:6]([Br:9])[C:7]=1Cl.[CH3:33][O-:34].[Na+].O. Product: [Br:1][C:2]1[C:3]([O:10][C:11]2[CH:12]=[CH:13][C:14]3[N:18]=[C:17]([CH2:19][O:20][C:21]4[CH:22]=[C:23]([CH:28]=[CH:29][CH:30]=4)[C:24]([O:26][CH3:27])=[O:25])[N:16]([CH3:31])[C:15]=3[CH:32]=2)=[N:4][CH:5]=[C:6]([Br:9])[C:7]=1[O:34][CH3:33]. The catalyst class is: 5. (6) Reactant: Cl[C:2]1[CH:3]=[N:4][C:5]2[C:10]([N:11]=1)=[CH:9][C:8]([C:12]([C:14]1[C:15]([F:35])=[C:16]([N:22]([S:29]([CH2:32][CH2:33][CH3:34])(=[O:31])=[O:30])S(CCC)(=O)=O)[CH:17]=[C:18]([F:21])[C:19]=1[F:20])=[O:13])=[CH:7][CH:6]=2.[C:36]1(B(O)O)[CH:41]=[CH:40][CH:39]=[CH:38][CH:37]=1.C([O-])([O-])=O.[Na+].[Na+]. Product: [F:35][C:15]1[C:14]([C:12]([C:8]2[CH:9]=[C:10]3[C:5](=[CH:6][CH:7]=2)[N:4]=[CH:3][C:2]([C:36]2[CH:41]=[CH:40][CH:39]=[CH:38][CH:37]=2)=[N:11]3)=[O:13])=[C:19]([F:20])[C:18]([F:21])=[CH:17][C:16]=1[NH:22][S:29]([CH2:32][CH2:33][CH3:34])(=[O:31])=[O:30]. The catalyst class is: 38.